From a dataset of Peptide-MHC class I binding affinity with 185,985 pairs from IEDB/IMGT. Regression. Given a peptide amino acid sequence and an MHC pseudo amino acid sequence, predict their binding affinity value. This is MHC class I binding data. (1) The peptide sequence is ELFYILIAK. The MHC is HLA-B57:01 with pseudo-sequence HLA-B57:01. The binding affinity (normalized) is 0.0847. (2) The peptide sequence is VNPTLLFLKV. The MHC is HLA-A02:02 with pseudo-sequence HLA-A02:02. The binding affinity (normalized) is 0.191.